This data is from Reaction yield outcomes from USPTO patents with 853,638 reactions. The task is: Predict the reaction yield, written as a fraction of the theoretical maximum amount of product (1.0 means a 100% yield; for example, 0.34 means a 34% yield). The reactants are [N+:1]([C:4]1[CH:5]=[CH:6][C:7]([CH2:10][N:11]2[CH2:15][CH2:14][CH2:13][CH2:12]2)=[N:8][CH:9]=1)([O-])=O. The catalyst is C(OCC)(=O)C.CO.[Ni]. The product is [N:11]1([CH2:10][C:7]2[N:8]=[CH:9][C:4]([NH2:1])=[CH:5][CH:6]=2)[CH2:15][CH2:14][CH2:13][CH2:12]1. The yield is 0.770.